Regression. Given two drug SMILES strings and cell line genomic features, predict the synergy score measuring deviation from expected non-interaction effect. From a dataset of NCI-60 drug combinations with 297,098 pairs across 59 cell lines. (1) Drug 1: CC1=C2C(C(=O)C3(C(CC4C(C3C(C(C2(C)C)(CC1OC(=O)C(C(C5=CC=CC=C5)NC(=O)OC(C)(C)C)O)O)OC(=O)C6=CC=CC=C6)(CO4)OC(=O)C)O)C)O. Drug 2: CCN(CC)CCCC(C)NC1=C2C=C(C=CC2=NC3=C1C=CC(=C3)Cl)OC. Cell line: SK-OV-3. Synergy scores: CSS=30.3, Synergy_ZIP=-12.3, Synergy_Bliss=-6.32, Synergy_Loewe=-12.8, Synergy_HSA=-3.01. (2) Drug 1: C1CCC(C1)C(CC#N)N2C=C(C=N2)C3=C4C=CNC4=NC=N3. Drug 2: CNC(=O)C1=NC=CC(=C1)OC2=CC=C(C=C2)NC(=O)NC3=CC(=C(C=C3)Cl)C(F)(F)F. Cell line: SF-268. Synergy scores: CSS=9.83, Synergy_ZIP=-1.28, Synergy_Bliss=-2.38, Synergy_Loewe=-16.3, Synergy_HSA=-6.52. (3) Drug 2: CC1=C(C=C(C=C1)NC(=O)C2=CC=C(C=C2)CN3CCN(CC3)C)NC4=NC=CC(=N4)C5=CN=CC=C5. Drug 1: C1=C(C(=O)NC(=O)N1)N(CCCl)CCCl. Cell line: OVCAR-5. Synergy scores: CSS=13.7, Synergy_ZIP=0.820, Synergy_Bliss=6.16, Synergy_Loewe=1.24, Synergy_HSA=4.81. (4) Drug 1: C1=CC=C(C=C1)NC(=O)CCCCCCC(=O)NO. Drug 2: B(C(CC(C)C)NC(=O)C(CC1=CC=CC=C1)NC(=O)C2=NC=CN=C2)(O)O. Cell line: SNB-19. Synergy scores: CSS=51.1, Synergy_ZIP=2.21, Synergy_Bliss=3.03, Synergy_Loewe=-1.59, Synergy_HSA=-0.146. (5) Drug 1: C1=C(C(=O)NC(=O)N1)N(CCCl)CCCl. Drug 2: CN(C)C1=NC(=NC(=N1)N(C)C)N(C)C. Cell line: SF-268. Synergy scores: CSS=30.0, Synergy_ZIP=7.09, Synergy_Bliss=11.0, Synergy_Loewe=-4.80, Synergy_HSA=6.31. (6) Drug 1: CC1C(C(CC(O1)OC2CC(CC3=C2C(=C4C(=C3O)C(=O)C5=C(C4=O)C(=CC=C5)OC)O)(C(=O)C)O)N)O.Cl. Drug 2: C1C(C(OC1N2C=NC(=NC2=O)N)CO)O. Cell line: HL-60(TB). Synergy scores: CSS=64.6, Synergy_ZIP=5.95, Synergy_Bliss=7.29, Synergy_Loewe=5.36, Synergy_HSA=9.24. (7) Drug 1: CC1=C2C(C(=O)C3(C(CC4C(C3C(C(C2(C)C)(CC1OC(=O)C(C(C5=CC=CC=C5)NC(=O)OC(C)(C)C)O)O)OC(=O)C6=CC=CC=C6)(CO4)OC(=O)C)OC)C)OC. Drug 2: CNC(=O)C1=CC=CC=C1SC2=CC3=C(C=C2)C(=NN3)C=CC4=CC=CC=N4. Cell line: SK-MEL-28. Synergy scores: CSS=28.5, Synergy_ZIP=1.77, Synergy_Bliss=1.17, Synergy_Loewe=-16.6, Synergy_HSA=-1.16. (8) Drug 1: C1=CN(C(=O)N=C1N)C2C(C(C(O2)CO)O)O.Cl. Drug 2: CCC1(CC2CC(C3=C(CCN(C2)C1)C4=CC=CC=C4N3)(C5=C(C=C6C(=C5)C78CCN9C7C(C=CC9)(C(C(C8N6C=O)(C(=O)OC)O)OC(=O)C)CC)OC)C(=O)OC)O.OS(=O)(=O)O. Cell line: CAKI-1. Synergy scores: CSS=27.5, Synergy_ZIP=-0.687, Synergy_Bliss=-0.383, Synergy_Loewe=-4.48, Synergy_HSA=-0.601. (9) Drug 1: CC12CCC3C(C1CCC2O)C(CC4=C3C=CC(=C4)O)CCCCCCCCCS(=O)CCCC(C(F)(F)F)(F)F. Drug 2: COCCOC1=C(C=C2C(=C1)C(=NC=N2)NC3=CC=CC(=C3)C#C)OCCOC.Cl. Cell line: HCT116. Synergy scores: CSS=-5.12, Synergy_ZIP=2.91, Synergy_Bliss=3.48, Synergy_Loewe=-2.58, Synergy_HSA=-0.939. (10) Drug 1: COC1=C(C=C2C(=C1)N=CN=C2NC3=CC(=C(C=C3)F)Cl)OCCCN4CCOCC4. Drug 2: B(C(CC(C)C)NC(=O)C(CC1=CC=CC=C1)NC(=O)C2=NC=CN=C2)(O)O. Cell line: A498. Synergy scores: CSS=28.6, Synergy_ZIP=-7.90, Synergy_Bliss=-6.25, Synergy_Loewe=-2.38, Synergy_HSA=-2.26.